From a dataset of Reaction yield outcomes from USPTO patents with 853,638 reactions. Predict the reaction yield, written as a fraction of the theoretical maximum amount of product (1.0 means a 100% yield; for example, 0.34 means a 34% yield). (1) The reactants are [C:1]([O:5][C:6](=[O:15])[CH2:7]/[N:8]=[CH:9]/[CH2:10][C:11]([CH3:14])([CH3:13])[CH3:12])([CH3:4])([CH3:3])[CH3:2].[Cl:16][C:17]1[C:18]([F:36])=[C:19](/[CH:23]=[C:24](/[C:27]2[CH:32]=[CH:31][C:30]([Cl:33])=[CH:29][C:28]=2[O:34][CH3:35])\[C:25]#[N:26])[CH:20]=[CH:21][CH:22]=1.C(N(CC)CC)C. The catalyst is ClCCl. The product is [C:1]([O:5][C:6]([CH:7]1[CH:23]([C:19]2[CH:20]=[CH:21][CH:22]=[C:17]([Cl:16])[C:18]=2[F:36])[C:24]([C:27]2[CH:32]=[CH:31][C:30]([Cl:33])=[CH:29][C:28]=2[O:34][CH3:35])([C:25]#[N:26])[CH:9]([CH2:10][C:11]([CH3:14])([CH3:13])[CH3:12])[NH:8]1)=[O:15])([CH3:4])([CH3:3])[CH3:2]. The yield is 0.600. (2) The yield is 0.530. The product is [Cl:36][C:37]1[CH:43]=[CH:42][C:40]([NH:41][C:5]2[C:6]3[C:11](=[O:12])[N:10]([C:13]4[CH:18]=[CH:17][CH:16]=[CH:15][CH:14]=4)[C:9](=[O:19])[N:8]([C:20]4[CH:25]=[CH:24][CH:23]=[CH:22][CH:21]=4)[C:7]=3[N:2]([CH3:1])[C:3](=[O:28])[N:4]=2)=[CH:39][CH:38]=1. The catalyst is C(OCC)C. The reactants are [CH3:1][N:2]1[C:7]2[N:8]([C:20]3[CH:25]=[CH:24][CH:23]=[CH:22][CH:21]=3)[C:9](=[O:19])[N:10]([C:13]3[CH:18]=[CH:17][CH:16]=[CH:15][CH:14]=3)[C:11](=[O:12])[C:6]=2[C:5](SC)=[N:4][C:3]1=[O:28].C1(C)C=CC=CC=1.[Cl:36][C:37]1[CH:43]=[CH:42][C:40]([NH2:41])=[CH:39][CH:38]=1. (3) The reactants are [C:1]([C:5]1[N:6]([CH2:32][CH2:33][NH:34]C(=O)OC(C)(C)C)[C:7]2[C:12]([CH:13]=1)=[CH:11][C:10]([NH:14][C:15]([C:17]1([C:20]3[CH:30]=[CH:29][C:23]4[O:24][C:25]([F:28])([F:27])[O:26][C:22]=4[CH:21]=3)[CH2:19][CH2:18]1)=[O:16])=[C:9]([F:31])[CH:8]=2)([CH3:4])([CH3:3])[CH3:2].FC(F)(F)C(O)=O. The catalyst is ClCCl. The product is [NH2:34][CH2:33][CH2:32][N:6]1[C:7]2[C:12](=[CH:11][C:10]([NH:14][C:15]([C:17]3([C:20]4[CH:30]=[CH:29][C:23]5[O:24][C:25]([F:28])([F:27])[O:26][C:22]=5[CH:21]=4)[CH2:18][CH2:19]3)=[O:16])=[C:9]([F:31])[CH:8]=2)[CH:13]=[C:5]1[C:1]([CH3:4])([CH3:3])[CH3:2]. The yield is 0.820. (4) The reactants are [NH2:1][C:2]1[CH:11]=[CH:10][C:9]2[C:8]3[C:12]4[NH:19][CH2:18][C@@H:17]([CH3:20])[NH:16][C:15](=[O:21])[C:13]=4[S:14][C:7]=3[CH:6]=[CH:5][C:4]=2[N:3]=1.[Cl:22][C:23]1[N:28]=[C:27](Cl)[C:26]([C:30]([O:32][CH2:33][CH3:34])=[O:31])=[CH:25][N:24]=1.CCN(C(C)C)C(C)C.CC(O)C. The catalyst is C(OCC)C. The product is [Cl:22][C:23]1[N:24]=[C:25]([NH:1][C:2]2[CH:11]=[CH:10][C:9]3[C:8]4[C:12]5[NH:19][CH2:18][C@@H:17]([CH3:20])[NH:16][C:15](=[O:21])[C:13]=5[S:14][C:7]=4[CH:6]=[CH:5][C:4]=3[N:3]=2)[C:26]([C:30]([O:32][CH2:33][CH3:34])=[O:31])=[CH:27][N:28]=1. The yield is 0.728. (5) The reactants are [CH3:1][O:2][C:3]1[C:8]2[N:9]=[C:10]([NH:12][C:13]([C:15]3[S:16][C:17]([CH3:20])=[CH:18][CH:19]=3)=[O:14])[S:11][C:7]=2[C:6]([N:21]2[CH2:26][CH2:25][NH:24][CH2:23][CH2:22]2)=[CH:5][CH:4]=1.[CH:27](O)=O.C=O. The catalyst is CO. The product is [CH3:1][O:2][C:3]1[C:8]2[N:9]=[C:10]([NH:12][C:13]([C:15]3[S:16][C:17]([CH3:20])=[CH:18][CH:19]=3)=[O:14])[S:11][C:7]=2[C:6]([N:21]2[CH2:22][CH2:23][N:24]([CH3:27])[CH2:25][CH2:26]2)=[CH:5][CH:4]=1. The yield is 0.340. (6) The reactants are C(N1C2C(=CC(S(N)(=O)=O)=CC=2)CC1)C.[Cl:16][C:17]1[CH:18]=[C:19]([CH:35]=[CH:36][C:37]=1[Cl:38])[C:20]([N:22]1[C:30]2[C:25](=[CH:26][C:27]([S:31]([NH2:34])(=[O:33])=[O:32])=[CH:28][CH:29]=2)[CH2:24][CH2:23]1)=O. No catalyst specified. The product is [Cl:16][C:17]1[CH:18]=[C:19]([CH:35]=[CH:36][C:37]=1[Cl:38])[CH2:20][N:22]1[C:30]2[C:25](=[CH:26][C:27]([S:31]([NH2:34])(=[O:33])=[O:32])=[CH:28][CH:29]=2)[CH2:24][CH2:23]1. The yield is 0.610. (7) The reactants are [NH2:1][C:2]1[CH:7]=[C:6]([F:8])[C:5]([N+:9]([O-:11])=[O:10])=[CH:4][C:3]=1[C:12]#[C:13][C:14]([CH3:22])([CH3:21])[CH2:15][C:16]([O:18][CH2:19][CH3:20])=[O:17].C(OCC)(=O)C. The catalyst is CC#N.Cl[Pd]Cl. The product is [F:8][C:6]1[CH:7]=[C:2]2[C:3]([CH:12]=[C:13]([C:14]([CH3:21])([CH3:22])[CH2:15][C:16]([O:18][CH2:19][CH3:20])=[O:17])[NH:1]2)=[CH:4][C:5]=1[N+:9]([O-:11])=[O:10]. The yield is 0.980. (8) The reactants are [F:1][C:2]1[CH:7]=[C:6]([S:8][CH3:9])[CH:5]=[CH:4][C:3]=1[C:10]1[N:15]=[CH:14][C:13]([O:16][CH2:17][CH:18]2[CH2:23][CH2:22][N:21]([C:24]([O:26][CH:27]([CH3:29])[CH3:28])=[O:25])[CH2:20][CH2:19]2)=[CH:12][CH:11]=1.OO.[O-:32]S([O-])=O.[Na+].[Na+].CCOC(C)=O.FC(F)(F)[CH:46]([OH:51])[C:47]([F:50])([F:49])[F:48]. No catalyst specified. The product is [C:46]([OH:51])([C:47]([F:50])([F:49])[F:48])=[O:16].[F:1][C:2]1[CH:7]=[C:6]([S:8]([CH3:9])=[O:32])[CH:5]=[CH:4][C:3]=1[C:10]1[N:15]=[CH:14][C:13]([O:16][CH2:17][CH:18]2[CH2:23][CH2:22][N:21]([C:24]([O:26][CH:27]([CH3:29])[CH3:28])=[O:25])[CH2:20][CH2:19]2)=[CH:12][CH:11]=1. The yield is 0.00100. (9) The reactants are [NH2:1][C:2]1[CH:21]=[CH:20][C:5]([O:6][C:7]2[CH:12]=[CH:11][N:10]=[C:9]([NH:13][C:14](=[O:19])[O:15][CH2:16][CH:17]=[CH2:18])[CH:8]=2)=[C:4]([F:22])[CH:3]=1.CCN(C(C)C)C(C)C.Cl[C:33](Cl)([O:35]C(=O)OC(Cl)(Cl)Cl)Cl.Cl.[CH2:45]([O:48][C:49]1[CH:50]=[C:51]([CH:53]=[CH:54][CH:55]=1)[NH2:52])[CH:46]=[CH2:47]. The catalyst is C1COCC1. The product is [CH2:45]([O:48][C:49]1[CH:50]=[C:51]([NH:52][C:33](=[O:35])[NH:1][C:2]2[CH:21]=[CH:20][C:5]([O:6][C:7]3[CH:12]=[CH:11][N:10]=[C:9]([NH:13][C:14](=[O:19])[O:15][CH2:16][CH:17]=[CH2:18])[CH:8]=3)=[C:4]([F:22])[CH:3]=2)[CH:53]=[CH:54][CH:55]=1)[CH:46]=[CH2:47]. The yield is 0.630.